This data is from Forward reaction prediction with 1.9M reactions from USPTO patents (1976-2016). The task is: Predict the product of the given reaction. (1) Given the reactants O[C@@H:2]1[C:11]2[C:6](=[CH:7][C:8]([C:12]([O:14][CH3:15])=[O:13])=[CH:9][CH:10]=2)[O:5][CH2:4][CH2:3]1.C1(P([N:30]=[N+:31]=[N-:32])(C2C=CC=CC=2)=O)C=CC=CC=1.N12CCCN=C1CCCCC2, predict the reaction product. The product is: [N:30]([C@H:2]1[C:11]2[C:6](=[CH:7][C:8]([C:12]([O:14][CH3:15])=[O:13])=[CH:9][CH:10]=2)[O:5][CH2:4][CH2:3]1)=[N+:31]=[N-:32]. (2) Given the reactants [O:1]=[C:2]1[C:11]2[C:6](=[CH:7][CH:8]=[CH:9][CH:10]=2)[NH:5][CH:4]=[C:3]1[C:12]([OH:14])=O.[NH2:15][C:16]1[C:27]([C:28]([CH3:31])([CH3:30])[CH3:29])=[CH:26][C:19]2[C:20]([CH3:25])([CH3:24])[C:21](=[O:23])[O:22][C:18]=2[CH:17]=1.C(P1(=O)OP(CCC)(=O)OP(CCC)(=O)[O:36]1)CC.N1C=CC=CC=1.[Li+].[OH-].Cl, predict the reaction product. The product is: [C:28]([C:27]1[C:16]([NH:15][C:12]([C:3]2[C:2](=[O:1])[C:11]3[C:6](=[CH:7][CH:8]=[CH:9][CH:10]=3)[NH:5][CH:4]=2)=[O:14])=[CH:17][C:18]([OH:22])=[C:19]([C:20]([CH3:25])([CH3:24])[C:21]([OH:36])=[O:23])[CH:26]=1)([CH3:31])([CH3:30])[CH3:29]. (3) The product is: [Cl:29][C:23]1[CH:24]=[C:25]([Cl:28])[CH:26]=[CH:27][C:22]=1[C:8]1[N:7]2[CH:30]=[C:4]([CH:1]([OH:3])[CH3:2])[N:5]=[C:6]2[N:11]=[C:10]([CH3:12])[C:9]=1[CH2:13][NH:14][C:15](=[O:21])[O:16][C:17]([CH3:20])([CH3:19])[CH3:18]. Given the reactants [C:1]([C:4]1[N:5]=[C:6]2[N:11]=[C:10]([CH3:12])[C:9]([CH2:13][NH:14][C:15](=[O:21])[O:16][C:17]([CH3:20])([CH3:19])[CH3:18])=[C:8]([C:22]3[CH:27]=[CH:26][C:25]([Cl:28])=[CH:24][C:23]=3[Cl:29])[N:7]2[CH:30]=1)(=[O:3])[CH3:2].[BH4-].[Na+], predict the reaction product. (4) Given the reactants [Br:1][C:2]1[CH:3]=[C:4]([S:8](Cl)(=[O:10])=[O:9])[CH:5]=[CH:6][CH:7]=1.[CH3:12][NH:13][CH3:14].C1COCC1, predict the reaction product. The product is: [Br:1][C:2]1[CH:3]=[C:4]([S:8]([N:13]([CH3:14])[CH3:12])(=[O:10])=[O:9])[CH:5]=[CH:6][CH:7]=1. (5) The product is: [CH3:24][C:25]1[CH:26]=[C:27]([NH:28][C:2]2[C:7]([C:8]#[N:9])=[C:6]([S:10][CH3:11])[N:5]=[C:4]([S:12][CH2:13][CH3:14])[N:3]=2)[CH:29]=[C:30]([CH3:32])[CH:31]=1. Given the reactants Cl[C:2]1[C:7]([C:8]#[N:9])=[C:6]([S:10][CH3:11])[N:5]=[C:4]([S:12][CH2:13][CH3:14])[N:3]=1.CCN(C(C)C)C(C)C.[CH3:24][C:25]1[CH:26]=[C:27]([CH:29]=[C:30]([CH3:32])[CH:31]=1)[NH2:28], predict the reaction product. (6) Given the reactants [CH2:1]([O:8][C:9]([NH:11][C@@H:12]([C:27]([O:29]C)=[O:28])[CH2:13][O:14][CH2:15][CH2:16][NH:17][CH2:18][C:19]1[CH:24]=[CH:23][C:22]([O:25][CH3:26])=[CH:21][CH:20]=1)=[O:10])[C:2]1[CH:7]=[CH:6][CH:5]=[CH:4][CH:3]=1.[OH-].[Na+], predict the reaction product. The product is: [CH2:1]([O:8][C:9]([NH:11][C@@H:12]([C:27]([OH:29])=[O:28])[CH2:13][O:14][CH2:15][CH2:16][NH:17][CH2:18][C:19]1[CH:24]=[CH:23][C:22]([O:25][CH3:26])=[CH:21][CH:20]=1)=[O:10])[C:2]1[CH:3]=[CH:4][CH:5]=[CH:6][CH:7]=1.